Dataset: Catalyst prediction with 721,799 reactions and 888 catalyst types from USPTO. Task: Predict which catalyst facilitates the given reaction. (1) Reactant: Cl[C:2]1[CH:7]=[CH:6][C:5]([N+:8]([O-:10])=[O:9])=[CH:4][N:3]=1.[OH-].[K+].[CH2:13]([OH:15])[CH3:14]. Product: [CH2:13]([O:15][C:2]1[CH:7]=[CH:6][C:5]([N+:8]([O-:10])=[O:9])=[CH:4][N:3]=1)[CH3:14]. The catalyst class is: 775. (2) Reactant: [OH-].[K+].C([O:5][C:6]([C:8]1[N:9]=[C:10]2[CH:15]=[CH:14][CH:13]=[C:12]([CH3:16])[N:11]2[C:17]=1[C:18]1[CH:23]=[CH:22][CH:21]=[C:20]([C:24]([F:27])([F:26])[F:25])[CH:19]=1)=[O:7])C. Product: [CH3:16][C:12]1[N:11]2[C:17]([C:18]3[CH:23]=[CH:22][CH:21]=[C:20]([C:24]([F:27])([F:25])[F:26])[CH:19]=3)=[C:8]([C:6]([OH:7])=[O:5])[N:9]=[C:10]2[CH:15]=[CH:14][CH:13]=1. The catalyst class is: 24. (3) The catalyst class is: 333. Reactant: [NH2:1][C:2]1[CH:11]=[CH:10][C:9]2[C:8]3[C:12]4[NH:19][CH2:18][C@@H:17]([CH3:20])[NH:16][C:15](=[O:21])[C:13]=4[S:14][C:7]=3[CH:6]=[CH:5][C:4]=2[N:3]=1.[Cl:22][C:23]1[CH:30]=[C:29](I)[C:26]([C:27]#[N:28])=[CH:25][N:24]=1.C(=O)([O-])[O-].[K+].[K+].CC1(C)C2C(=C(P(C3C=CC=CC=3)C3C=CC=CC=3)C=CC=2)OC2C(P(C3C=CC=CC=3)C3C=CC=CC=3)=CC=CC1=2. Product: [Cl:22][C:23]1[CH:30]=[C:29]([NH:1][C:2]2[CH:11]=[CH:10][C:9]3[C:8]4[C:12]5[NH:19][CH2:18][C@@H:17]([CH3:20])[NH:16][C:15](=[O:21])[C:13]=5[S:14][C:7]=4[CH:6]=[CH:5][C:4]=3[N:3]=2)[C:26]([C:27]#[N:28])=[CH:25][N:24]=1. (4) Reactant: [OH:1][C:2]1[CH:3]=[C:4]([N:8]2[C:17](=[O:18])[C:16]3[C:11](=[CH:12][CH:13]=[CH:14][C:15]=3[CH3:19])[N:10]=[C:9]2[CH:20]([NH:22][C:23]2[N:31]=[CH:30][N:29]=[C:28]3[C:24]=2[N:25]=[CH:26][N:27]3COCC[Si](C)(C)C)[CH3:21])[CH:5]=[CH:6][CH:7]=1.Cl.Cl[CH2:42][CH2:43][N:44]([CH3:46])[CH3:45].COC1C=C(N2C(=O)C3C(=CC=CC=3C)N=C2C(NC2N=CN=C3C=2N=CN3COCC[Si](C)(C)C)C)C=CC=1.Cl.OC1C=C(N2C(=O)C3C(=CC=CC=3C)N=C2C(NC2N=CN=C3C=2N=CN3)C)C=CC=1. Product: [CH3:45][N:44]([CH3:46])[CH2:43][CH2:42][O:1][C:2]1[CH:3]=[C:4]([N:8]2[C:17](=[O:18])[C:16]3[C:11](=[CH:12][CH:13]=[CH:14][C:15]=3[CH3:19])[N:10]=[C:9]2[CH:20]([NH:22][C:23]2[N:31]=[CH:30][N:29]=[C:28]3[C:24]=2[N:25]=[CH:26][NH:27]3)[CH3:21])[CH:5]=[CH:6][CH:7]=1. The catalyst class is: 5.